From a dataset of Forward reaction prediction with 1.9M reactions from USPTO patents (1976-2016). Predict the product of the given reaction. (1) Given the reactants [CH2:1]=[CH:2][C@@H:3]([OH:8])[CH2:4][CH2:5][C:6]#[CH:7].C(N(CC)CC)C.O([Si:24]([C:27]([CH3:30])([CH3:29])[CH3:28])([CH3:26])[CH3:25])S(C(F)(F)F)(=O)=O.O, predict the reaction product. The product is: [C:27]([Si:24]([CH3:26])([CH3:25])[O:8][C@H:3]([CH:2]=[CH2:1])[CH2:4][CH2:5][C:6]#[CH:7])([CH3:30])([CH3:29])[CH3:28]. (2) Given the reactants C[O:2][C:3](=[O:50])[CH2:4][O:5][C:6]1[C:11]([C:12]2[CH:17]=[CH:16][CH:15]=[C:14]([C:18]([F:21])([F:20])[F:19])[CH:13]=2)=[CH:10][C:9]([C:22](=[O:39])[NH:23][CH2:24][C:25]2[CH:30]=[CH:29][CH:28]=[C:27]([O:31][CH2:32][C:33]3[CH:38]=[CH:37][CH:36]=[CH:35][CH:34]=3)[CH:26]=2)=[CH:8][C:7]=1[C:40]1[CH:45]=[CH:44][CH:43]=[C:42]([C:46]([F:49])([F:48])[F:47])[CH:41]=1.[K+].[Br-], predict the reaction product. The product is: [CH2:32]([O:31][C:27]1[CH:26]=[C:25]([CH:30]=[CH:29][CH:28]=1)[CH2:24][NH:23][C:22]([C:9]1[CH:10]=[C:11]([C:12]2[CH:17]=[CH:16][CH:15]=[C:14]([C:18]([F:19])([F:20])[F:21])[CH:13]=2)[C:6]([O:5][CH2:4][C:3]([OH:50])=[O:2])=[C:7]([C:40]2[CH:45]=[CH:44][CH:43]=[C:42]([C:46]([F:48])([F:49])[F:47])[CH:41]=2)[CH:8]=1)=[O:39])[C:33]1[CH:38]=[CH:37][CH:36]=[CH:35][CH:34]=1. (3) Given the reactants [CH3:1][O:2][C:3]1[CH:4]=[C:5]2[C:10](=[CH:11][C:12]=1[O:13][CH3:14])[N:9]=[CH:8][CH:7]=[C:6]2[O:15][C:16]1[C:22]([CH3:23])=[CH:21][C:19]([NH2:20])=[C:18]([CH3:24])[CH:17]=1.C1(C)C=CC=CC=1.C(N(CC)CC)C.Cl[C:40](Cl)([O:42]C(=O)OC(Cl)(Cl)Cl)Cl.[CH3:51][O:52][C:53]1[CH:61]=[CH:60][C:56]([CH:57]([OH:59])[CH3:58])=[CH:55][CH:54]=1, predict the reaction product. The product is: [CH3:1][O:2][C:3]1[CH:4]=[C:5]2[C:10](=[CH:11][C:12]=1[O:13][CH3:14])[N:9]=[CH:8][CH:7]=[C:6]2[O:15][C:16]1[C:22]([CH3:23])=[CH:21][C:19]([NH:20][C:40](=[O:42])[O:59][CH:57]([C:56]2[CH:60]=[CH:61][C:53]([O:52][CH3:51])=[CH:54][CH:55]=2)[CH3:58])=[C:18]([CH3:24])[CH:17]=1. (4) Given the reactants [Cl:1][C:2]1[CH:3]=[C:4]2[C:9](=[CH:10][CH:11]=1)[NH:8][C:7](=[O:12])[CH:6]=[CH:5]2.[H-].[Na+].Br[CH2:16][CH2:17][CH2:18]Cl.C([O-])([O-])=O.[K+].[K+].[CH2:26]([CH:30]1[CH2:35][CH2:34][NH:33][CH2:32][CH2:31]1)[CH2:27][CH2:28][CH3:29], predict the reaction product. The product is: [CH2:26]([CH:30]1[CH2:35][CH2:34][N:33]([CH2:16][CH2:17][CH2:18][N:8]2[C:9]3[C:4](=[CH:3][C:2]([Cl:1])=[CH:11][CH:10]=3)[CH:5]=[CH:6][C:7]2=[O:12])[CH2:32][CH2:31]1)[CH2:27][CH2:28][CH3:29]. (5) Given the reactants [F:1][C:2]1[CH:8]=[C:7]([CH3:9])[C:6]([OH:10])=[CH:5][C:3]=1[NH2:4].Cl.[CH2:12]([O:19][C:20]1[CH:29]=[C:28]2[C:23]([C:24]([Cl:30])=[N:25][CH:26]=[N:27]2)=[CH:22][CH:21]=1)[C:13]1[CH:18]=[CH:17][CH:16]=[CH:15][CH:14]=1, predict the reaction product. The product is: [ClH:30].[CH2:12]([O:19][C:20]1[CH:29]=[C:28]2[C:23]([C:24]([NH:4][C:3]3[CH:5]=[C:6]([OH:10])[C:7]([CH3:9])=[CH:8][C:2]=3[F:1])=[N:25][CH:26]=[N:27]2)=[CH:22][CH:21]=1)[C:13]1[CH:14]=[CH:15][CH:16]=[CH:17][CH:18]=1. (6) Given the reactants [S:1]1[C:9]2[CH:8]=[CH:7][N:6]=[CH:5][C:4]=2[N:3]=[CH:2]1.CI.[BH4-].[Na+].[C:14](=O)([O-])[O-].[K+].[K+], predict the reaction product. The product is: [CH3:14][N:6]1[CH2:7][CH2:8][C:9]2[S:1][CH:2]=[N:3][C:4]=2[CH2:5]1.